Predict the reaction yield, written as a fraction of the theoretical maximum amount of product (1.0 means a 100% yield; for example, 0.34 means a 34% yield). From a dataset of Reaction yield outcomes from USPTO patents with 853,638 reactions. (1) The reactants are [NH2:1][C:2]1[S:3][C:4]2[C:9]([N:10]=1)=[CH:8][CH:7]=[C:6]([O:11][C:12]1[CH:13]=[CH:14][C:15]([CH3:32])=[C:16]([NH:18][C:19](=[O:31])[C:20]3[CH:25]=[CH:24][CH:23]=[C:22]([C:26]4([C:29]#[N:30])[CH2:28][CH2:27]4)[CH:21]=3)[CH:17]=1)[N:5]=2.[CH:33]1([C:36](Cl)=[O:37])[CH2:35][CH2:34]1. The catalyst is N1C=CC=CC=1. The product is [C:29]([C:26]1([C:22]2[CH:21]=[C:20]([CH:25]=[CH:24][CH:23]=2)[C:19]([NH:18][C:16]2[CH:17]=[C:12]([O:11][C:6]3[N:5]=[C:4]4[S:3][C:2]([NH:1][C:36]([CH:33]5[CH2:35][CH2:34]5)=[O:37])=[N:10][C:9]4=[CH:8][CH:7]=3)[CH:13]=[CH:14][C:15]=2[CH3:32])=[O:31])[CH2:27][CH2:28]1)#[N:30]. The yield is 0.640. (2) The reactants are S(Cl)([Cl:4])(=O)=O.[CH3:6][O:7][C@H:8]1[O:13][C@H:12](CO)[C@@H:11](O)[C@H:10]([OH:17])[C@H:9]1[OH:18].C(=O)([O-])[O-].[Na+].[Na+].[I-].[Na+].[CH:27]([Cl:30])(Cl)Cl. The catalyst is N1C=CC=CC=1.CO.O. The product is [Cl:4][C@H:11]1[C@@H:12]([CH2:27][Cl:30])[O:13][C@H:8]([O:7][CH3:6])[C@H:9]([OH:18])[C@H:10]1[OH:17]. The yield is 0.600. (3) The reactants are [Br:1][C:2]1[CH:3]=[C:4]2[C:8](=[CH:9][C:10]=1[N+:11]([O-:13])=[O:12])[NH:7][CH2:6][CH2:5]2.C(C1C(=O)C(Cl)=C(Cl)C(=O)C=1C#N)#N. The yield is 0.380. The catalyst is O1CCOCC1. The product is [Br:1][C:2]1[CH:3]=[C:4]2[C:8](=[CH:9][C:10]=1[N+:11]([O-:13])=[O:12])[NH:7][CH:6]=[CH:5]2. (4) The reactants are C(OC(=O)[NH:7][C:8]1[CH:13]=[CH:12][CH:11]=[CH:10][C:9]=1[NH:14][C:15](=[O:49])/[CH:16]=[CH:17]/[C:18]1[CH:23]=[CH:22][C:21]([CH:24]([NH:38][C:39]([CH3:48])([CH3:47])[CH2:40][N:41]2[CH2:46][CH2:45][CH2:44][CH2:43][CH2:42]2)[C:25](=[O:37])[NH:26][C:27]2[CH:32]=[CH:31][C:30]([C:33]([F:36])([F:35])[F:34])=[CH:29][CH:28]=2)=[CH:20][CH:19]=1)(C)(C)C.Cl. The catalyst is CO. The product is [NH2:7][C:8]1[CH:13]=[CH:12][CH:11]=[CH:10][C:9]=1[NH:14][C:15](=[O:49])/[CH:16]=[CH:17]/[C:18]1[CH:23]=[CH:22][C:21]([CH:24]([NH:38][C:39]([CH3:47])([CH3:48])[CH2:40][N:41]2[CH2:42][CH2:43][CH2:44][CH2:45][CH2:46]2)[C:25](=[O:37])[NH:26][C:27]2[CH:32]=[CH:31][C:30]([C:33]([F:35])([F:36])[F:34])=[CH:29][CH:28]=2)=[CH:20][CH:19]=1. The yield is 0.120. (5) The reactants are [Cl:1][C:2]1[CH:7]=[C:6]([Cl:8])[N:5]=[C:4](N)[N:3]=1.C(I)[I:11]. The catalyst is CC#N. The product is [Cl:1][C:2]1[CH:7]=[C:6]([Cl:8])[N:5]=[C:4]([I:11])[N:3]=1. The yield is 0.460.